Task: Predict which catalyst facilitates the given reaction.. Dataset: Catalyst prediction with 721,799 reactions and 888 catalyst types from USPTO (1) Reactant: [O:1]=[C:2]1[CH2:7][CH2:6][CH:5]([NH:8][C:9](=[O:15])[O:10][C:11]([CH3:14])([CH3:13])[CH3:12])[CH2:4][CH2:3]1.[CH3:16][Mg+].[Br-].[NH4+].[Cl-]. Product: [OH:1][C:2]1([CH3:16])[CH2:3][CH2:4][CH:5]([NH:8][C:9](=[O:15])[O:10][C:11]([CH3:12])([CH3:14])[CH3:13])[CH2:6][CH2:7]1. The catalyst class is: 1. (2) Reactant: [C:1]([Si:5]([C:31]1[CH:36]=[CH:35][CH:34]=[CH:33][CH:32]=1)([C:25]1[CH:30]=[CH:29][CH:28]=[CH:27][CH:26]=1)[O:6][CH2:7][CH2:8][C@@H:9]([C:18]1[CH:22]=[C:21]([CH2:23][OH:24])[O:20][N:19]=1)[CH2:10][C:11]([O:13][C:14]([CH3:17])([CH3:16])[CH3:15])=[O:12])([CH3:4])([CH3:3])[CH3:2].C(N(CC)CC)C.C(Cl)(Cl)Cl.[C:48](Cl)(=[O:50])[CH3:49]. Product: [C:48]([O:24][CH2:23][C:21]1[O:20][N:19]=[C:18]([C@H:9]([CH2:8][CH2:7][O:6][Si:5]([C:1]([CH3:2])([CH3:3])[CH3:4])([C:25]2[CH:26]=[CH:27][CH:28]=[CH:29][CH:30]=2)[C:31]2[CH:32]=[CH:33][CH:34]=[CH:35][CH:36]=2)[CH2:10][C:11]([O:13][C:14]([CH3:17])([CH3:16])[CH3:15])=[O:12])[CH:22]=1)(=[O:50])[CH3:49]. The catalyst class is: 6. (3) Reactant: [Cl:1][C:2]1[CH:24]=[C:23]([Cl:25])[CH:22]=[CH:21][C:3]=1[CH2:4][O:5][C:6]1[CH:11]=[C:10]([O:12][CH:13]([CH3:15])[CH3:14])[CH:9]=[CH:8][C:7]=1[CH2:16][CH2:17][C:18]([OH:20])=O.[CH2:26]([S:31]([NH2:34])(=[O:33])=[O:32])[CH2:27][CH2:28][CH2:29][CH3:30].N12CCCN=C1CCCCC2. Product: [Cl:1][C:2]1[CH:24]=[C:23]([Cl:25])[CH:22]=[CH:21][C:3]=1[CH2:4][O:5][C:6]1[CH:11]=[C:10]([O:12][CH:13]([CH3:15])[CH3:14])[CH:9]=[CH:8][C:7]=1[CH2:16][CH2:17][C:18]([NH:34][S:31]([CH2:26][CH2:27][CH2:28][CH2:29][CH3:30])(=[O:33])=[O:32])=[O:20]. The catalyst class is: 7. (4) Reactant: [CH:1](=[C:8]1[C:13](=[O:14])[C:12]([C:15]([CH3:18])([CH3:17])[CH3:16])=[CH:11][C:10]([C:19]([CH3:22])([CH3:21])[CH3:20])=[CH:9]1)[C:2]1[CH:7]=[CH:6][CH:5]=[CH:4][CH:3]=1.FC(F)(F)[C:25](O)=[O:26]. Product: [C:19]([C:10]1[CH:11]=[C:12]([C:15]([CH3:16])([CH3:18])[CH3:17])[C:13]2[O:14][C:25](=[O:26])[CH:1]([C:2]3[CH:7]=[CH:6][CH:5]=[CH:4][CH:3]=3)[C:8]=2[CH:9]=1)([CH3:22])([CH3:21])[CH3:20]. The catalyst class is: 109. (5) Reactant: [F:1][C:2]1[CH:7]=[CH:6][C:5]([C:8]2[CH2:9][CH2:10][CH2:11][C:12]3[CH:25]=[C:24]([O:26][CH3:27])[CH:23]=[CH:22][C:13]=3[C:14]=2[C:15]#[C:16][CH2:17][CH2:18][CH2:19][CH2:20][OH:21])=[CH:4][C:3]=1[O:28][CH3:29]. Product: [F:1][C:2]1[CH:7]=[CH:6][C:5]([C:8]2[CH2:9][CH2:10][CH2:11][C:12]3[CH:25]=[C:24]([O:26][CH3:27])[CH:23]=[CH:22][C:13]=3[C:14]=2[CH2:15][CH2:16][CH2:17][CH2:18][CH2:19][CH2:20][OH:21])=[CH:4][C:3]=1[O:28][CH3:29]. The catalyst class is: 312.